The task is: Predict the reaction yield, written as a fraction of the theoretical maximum amount of product (1.0 means a 100% yield; for example, 0.34 means a 34% yield).. This data is from Reaction yield outcomes from USPTO patents with 853,638 reactions. (1) The reactants are [C:1]([C:3]1[S:7][C:6]([C:8]2[C:13]3[C:14](=[O:28])[N:15](CC4C=CC(OC)=CC=4OC)[CH2:16][C:12]=3[C:11]([F:29])=[C:10]([NH:30][C@H:31]([CH2:35][CH:36]([CH3:38])[CH3:37])[C:32]([NH2:34])=[O:33])[N:9]=2)=[CH:5][CH:4]=1)#[N:2]. The catalyst is C(O)(C(F)(F)F)=O. The product is [C:1]([C:3]1[S:7][C:6]([C:8]2[C:13]3[C:14](=[O:28])[NH:15][CH2:16][C:12]=3[C:11]([F:29])=[C:10]([NH:30][C@H:31]([CH2:35][CH:36]([CH3:38])[CH3:37])[C:32]([NH2:34])=[O:33])[N:9]=2)=[CH:5][CH:4]=1)#[N:2]. The yield is 0.170. (2) The catalyst is CC(N(C)C)=O. The product is [CH2:6]([O:5][C:3]([C:2]1[C:1](=[O:9])[N:17]([CH3:16])[C:18]2[C:19]([C:20]=1[OH:21])=[CH:25][CH:26]=[CH:27][CH:28]=2)=[O:4])[CH3:7]. The yield is 0.670. The reactants are [C:1]([O:9]CC)(=O)[CH2:2][C:3]([O:5][CH2:6][CH3:7])=[O:4].[H-].[Na+].[H][H].[CH3:16][N:17]1C(=O)O[C:20](=[O:21])[C:19]2=[CH:25][CH:26]=[CH:27][CH:28]=[C:18]12.Cl.